This data is from Reaction yield outcomes from USPTO patents with 853,638 reactions. The task is: Predict the reaction yield, written as a fraction of the theoretical maximum amount of product (1.0 means a 100% yield; for example, 0.34 means a 34% yield). (1) The reactants are F[C:2]1[CH:9]=[CH:8][C:5]([C:6]#[N:7])=[CH:4][CH:3]=1.[CH2:10]([N:17]1[CH2:22][CH2:21][NH:20][CH2:19][CH2:18]1)[C:11]1[CH:16]=[CH:15][CH:14]=[CH:13][CH:12]=1.C(=O)([O-])[O-].[K+].[K+]. The catalyst is CN(C)C=O. The product is [CH2:10]([N:17]1[CH2:22][CH2:21][N:20]([C:2]2[CH:9]=[CH:8][C:5]([C:6]#[N:7])=[CH:4][CH:3]=2)[CH2:19][CH2:18]1)[C:11]1[CH:12]=[CH:13][CH:14]=[CH:15][CH:16]=1. The yield is 0.590. (2) The reactants are [CH2:1]([O:3][C:4]1[CH:5]=[C:6]([CH:12]([N:17]2[C:25](=[O:26])[C:24]3[CH:23]=[C:22]4[CH:27]=[CH:28][CH:29]=[CH:30][C:21]4=[CH:20][C:19]=3[C:18]2=[O:31])[CH2:13][C:14](O)=[O:15])[CH:7]=[CH:8][C:9]=1[O:10][CH3:11])[CH3:2].Cl.[NH2:33][OH:34]. The catalyst is O1CCCC1. The product is [CH2:1]([O:3][C:4]1[CH:5]=[C:6]([CH:12]([N:17]2[C:25](=[O:26])[C:24]3[CH:23]=[C:22]4[CH:27]=[CH:28][CH:29]=[CH:30][C:21]4=[CH:20][C:19]=3[C:18]2=[O:31])[CH2:13][C:14]([NH:33][OH:34])=[O:15])[CH:7]=[CH:8][C:9]=1[O:10][CH3:11])[CH3:2]. The yield is 0.770. (3) The reactants are [CH3:1][N:2]([CH3:32])[C:3]([C:5]1[N:26]([CH:27]2[CH2:31][CH2:30][CH2:29][CH2:28]2)[C:8]2[N:9]=[C:10]([NH:13][C:14]3[N:19]=CC(C4CCNCC4)=[CH:16][CH:15]=3)[N:11]=[CH:12][C:7]=2[CH:6]=1)=[O:4].[BH-](O[C:43]([CH3:45])=O)(OC(C)=O)OC(C)=O.[Na+].ClCCl.[CH3:50][C:51]([CH3:53])=O. The catalyst is C(O)(=O)C. The product is [CH3:1][N:2]([CH3:32])[C:3]([C:5]1[N:26]([CH:27]2[CH2:31][CH2:30][CH2:29][CH2:28]2)[C:8]2[N:9]=[C:10]([NH:13][C:14]3[N:19]=[N:9][C:8]([N:26]4[CH2:45][CH2:43][N:2]([CH:51]([CH3:53])[CH3:50])[CH2:3][CH2:5]4)=[CH:16][CH:15]=3)[N:11]=[CH:12][C:7]=2[CH:6]=1)=[O:4]. The yield is 0.700. (4) The reactants are C(OC(=O)[NH:7][CH:8]1[CH2:13][CH2:12][NH:11][CH2:10][CH2:9]1)(C)(C)C.[F:15][C:16]1[CH:17]=[C:18]([CH:21]=[C:22]([C:24]([F:27])([F:26])[F:25])[CH:23]=1)[CH2:19]Br.C(N(C(C)C)CC)(C)C.FC(F)(F)C(O)=O. The catalyst is ClCCl. The product is [F:15][C:16]1[CH:17]=[C:18]([CH:21]=[C:22]([C:24]([F:25])([F:26])[F:27])[CH:23]=1)[CH2:19][N:11]1[CH2:10][CH2:9][CH:8]([NH2:7])[CH2:13][CH2:12]1. The yield is 0.800. (5) The reactants are [CH3:1][C:2]1[N:7]=[C:6]2[N:8]=[C:9]([C:11]3[CH:16]=[CH:15][CH:14]=[C:13]([N+:17]([O-:19])=[O:18])[CH:12]=3)[O:10][C:5]2=[CH:4][CH:3]=1.C1C(=O)N([Br:27])C(=O)C1.C(OOC(=O)C1C=CC=CC=1)(=O)C1C=CC=CC=1.[Br-]. The catalyst is C(Cl)(Cl)(Cl)Cl. The product is [Br:27][CH2:1][C:2]1[N:7]=[C:6]2[N:8]=[C:9]([C:11]3[CH:16]=[CH:15][CH:14]=[C:13]([N+:17]([O-:19])=[O:18])[CH:12]=3)[O:10][C:5]2=[CH:4][CH:3]=1. The yield is 1.00. (6) The yield is 0.880. The product is [C:1]1([C:7]2[N:8]=[C:9]([C:17]3[CH:22]=[CH:21][N:20]=[C:19]([NH:23][C:24](=[O:26])[CH3:25])[CH:18]=3)[S:10][C:11]=2[C:12]2[N:16]=[CH:15][N:14]([CH:40]3[CH2:41][CH2:42][CH2:43][CH2:44][O:39]3)[N:13]=2)[CH:2]=[CH:3][CH:4]=[CH:5][CH:6]=1. The catalyst is O1CCCC1.C(OCC)(=O)C. The reactants are [C:1]1([C:7]2[N:8]=[C:9]([C:17]3[CH:22]=[CH:21][N:20]=[C:19]([NH:23][C:24](=[O:26])[CH3:25])[CH:18]=3)[S:10][C:11]=2[C:12]2[NH:16][CH:15]=[N:14][N:13]=2)[CH:6]=[CH:5][CH:4]=[CH:3][CH:2]=1.O.C1(C)C=CC(S(O)(=O)=O)=CC=1.[O:39]1[CH:44]=[CH:43][CH2:42][CH2:41][CH2:40]1.